This data is from Reaction yield outcomes from USPTO patents with 853,638 reactions. The task is: Predict the reaction yield, written as a fraction of the theoretical maximum amount of product (1.0 means a 100% yield; for example, 0.34 means a 34% yield). (1) The reactants are [CH3:1][CH:2]([CH3:16])[CH2:3][NH:4][C:5]([C:7]1[CH:12]=[CH:11][C:10](B(O)O)=[CH:9][CH:8]=1)=[O:6].Br[C:18]1[CH:23]=[CH:22][C:21]([O:24][CH2:25][CH:26]2[CH2:31][CH2:30][N:29]([C:32]([O:34][CH:35]([CH3:37])[CH3:36])=[O:33])[CH2:28][CH2:27]2)=[CH:20][CH:19]=1. No catalyst specified. The product is [CH3:1][CH:2]([CH3:16])[CH2:3][NH:4][C:5]([C:7]1[CH:12]=[CH:11][C:10]([C:18]2[CH:19]=[CH:20][C:21]([O:24][CH2:25][CH:26]3[CH2:27][CH2:28][N:29]([C:32]([O:34][CH:35]([CH3:37])[CH3:36])=[O:33])[CH2:30][CH2:31]3)=[CH:22][CH:23]=2)=[CH:9][CH:8]=1)=[O:6]. The yield is 0.190. (2) The reactants are [CH:1]([C:4]1[C:5](=[O:21])[NH:6][C:7](=[O:20])[NH:8][C:9]=1[O:10][C:11]1[CH:16]=[C:15]([CH3:17])[CH:14]=[C:13]([CH3:18])[C:12]=1[CH3:19])([CH3:3])[CH3:2].C(=O)([O-])[O-].[K+].[K+].[F:28][C:29]1[CH:34]=[C:33]([CH2:35]OS(C)(=O)=O)[CH:32]=[C:31]([NH:41][CH2:42][C:43]2[CH:48]=[CH:47][C:46]([O:49][CH3:50])=[CH:45][CH:44]=2)[N:30]=1.[I-].[Li+]. The catalyst is CN(C=O)C.C(OCC)(=O)C. The product is [F:28][C:29]1[CH:34]=[C:33]([CH2:35][N:8]2[C:9]([O:10][C:11]3[CH:16]=[C:15]([CH3:17])[CH:14]=[C:13]([CH3:18])[C:12]=3[CH3:19])=[C:4]([CH:1]([CH3:3])[CH3:2])[C:5](=[O:21])[NH:6][C:7]2=[O:20])[CH:32]=[C:31]([NH:41][CH2:42][C:43]2[CH:48]=[CH:47][C:46]([O:49][CH3:50])=[CH:45][CH:44]=2)[N:30]=1. The yield is 0.420. (3) The reactants are [Cl:1][C:2]1[CH:3]=[C:4]([C:8]2[N:13]=[C:12]3[CH2:14][CH2:15][CH2:16][C:11]3=[C:10]([NH:17][C:18]3[CH:23]=[CH:22][C:21]([CH2:24][C:25](=[O:27])[CH3:26])=[CH:20][CH:19]=3)[CH:9]=2)[CH:5]=[CH:6][CH:7]=1.[BH4-].[Na+]. The catalyst is CO.C([O-])(O)=O.[Na+]. The product is [Cl:1][C:2]1[CH:3]=[C:4]([C:8]2[N:13]=[C:12]3[CH2:14][CH2:15][CH2:16][C:11]3=[C:10]([NH:17][C:18]3[CH:19]=[CH:20][C:21]([CH2:24][CH:25]([OH:27])[CH3:26])=[CH:22][CH:23]=3)[CH:9]=2)[CH:5]=[CH:6][CH:7]=1. The yield is 0.200. (4) The reactants are [CH3:1][O:2][C:3]1[CH:8]=[CH:7][C:6]([C:9]#[C:10][C:11]2[CH:16]=[CH:15][N:14]=[CH:13][CH:12]=2)=[CH:5][CH:4]=1.C[Si]([N:21]=[N+:22]=[N-:23])(C)C. No catalyst specified. The product is [CH3:1][O:2][C:3]1[CH:4]=[CH:5][C:6]([C:9]2[NH:23][N:22]=[N:21][C:10]=2[C:11]2[CH:12]=[CH:13][N:14]=[CH:15][CH:16]=2)=[CH:7][CH:8]=1. The yield is 0.530.